From a dataset of Full USPTO retrosynthesis dataset with 1.9M reactions from patents (1976-2016). Predict the reactants needed to synthesize the given product. (1) Given the product [CH3:17][C:18]1[C:19]([N:25]2[CH2:26][CH2:27][N:28]([C:12]([C:11]3[CH:10]=[CH:9][C:8]([CH2:7][N:6]4[CH2:5][CH2:4][O:3][C:2]4=[O:1])=[CH:16][CH:15]=3)=[O:14])[CH2:29][CH2:30]2)=[N:20][CH:21]=[C:22]([CH3:24])[CH:23]=1, predict the reactants needed to synthesize it. The reactants are: [O:1]=[C:2]1[N:6]([CH2:7][C:8]2[CH:16]=[CH:15][C:11]([C:12]([OH:14])=O)=[CH:10][CH:9]=2)[CH2:5][CH2:4][O:3]1.[CH3:17][C:18]1[C:19]([N:25]2[CH2:30][CH2:29][NH:28][CH2:27][CH2:26]2)=[N:20][CH:21]=[C:22]([CH3:24])[CH:23]=1. (2) Given the product [CH3:1][C:2]1[C:3]([C:20]2[S:24][C:23]([CH:25]=[O:26])=[CH:22][CH:21]=2)=[CH:4][C:5]2[C:6]([CH3:15])([CH3:14])[CH2:7][CH2:8][C:9]([CH3:13])([CH3:12])[C:10]=2[CH:11]=1, predict the reactants needed to synthesize it. The reactants are: [CH3:1][C:2]1[C:3](B(O)O)=[CH:4][C:5]2[C:6]([CH3:15])([CH3:14])[CH2:7][CH2:8][C:9]([CH3:13])([CH3:12])[C:10]=2[CH:11]=1.Br[C:20]1[S:24][C:23]([CH:25]=[O:26])=[CH:22][CH:21]=1.